Dataset: TCR-epitope binding with 47,182 pairs between 192 epitopes and 23,139 TCRs. Task: Binary Classification. Given a T-cell receptor sequence (or CDR3 region) and an epitope sequence, predict whether binding occurs between them. The epitope is PROT_97E67BCC. The TCR CDR3 sequence is CASSKRTSGGADTQYF. Result: 1 (the TCR binds to the epitope).